Dataset: Forward reaction prediction with 1.9M reactions from USPTO patents (1976-2016). Task: Predict the product of the given reaction. (1) The product is: [NH2:1][C:2]1[N:10]=[C:9]([O:11][CH2:12][CH2:13][CH2:14][CH3:15])[N:8]=[C:7]2[C:3]=1[NH:4][C:5](=[O:44])[N:6]2[CH2:16][CH2:17][CH2:18][N:19]([CH2:32][C:33]1[CH:34]=[C:35]([CH2:39][C:40]([O:42][CH3:43])=[O:41])[CH:36]=[CH:37][CH:38]=1)[CH2:20][CH2:21][CH2:22][NH:23][CH3:24]. Given the reactants [NH2:1][C:2]1[N:10]=[C:9]([O:11][CH2:12][CH2:13][CH2:14][CH3:15])[N:8]=[C:7]2[C:3]=1[NH:4][C:5](=[O:44])[N:6]2[CH2:16][CH2:17][CH2:18][N:19]([CH2:32][C:33]1[CH:34]=[C:35]([CH2:39][C:40]([O:42][CH3:43])=[O:41])[CH:36]=[CH:37][CH:38]=1)[CH2:20][CH2:21][CH2:22][N:23](C(OC(C)(C)C)=O)[CH3:24].Cl, predict the reaction product. (2) Given the reactants [NH2:1][C:2]1[CH:3]=[CH:4][N:5]([CH3:27])[C:6]2[C:7]=1[CH:8]=[CH:9][C:10]1[N:19]([C:20]3[CH:25]=[CH:24][C:23]([F:26])=[CH:22][CH:21]=3)[CH2:18][CH:17]=[C:12]3[NH:13][C:14](=[O:16])[C:15]=2[C:11]=13.C(N(CC)C(C)C)(C)C.[C:37]1([S:43](Cl)(=[O:45])=[O:44])[CH:42]=[CH:41][CH:40]=[CH:39][CH:38]=1, predict the reaction product. The product is: [F:26][C:23]1[CH:22]=[CH:21][C:20]([N:19]2[C:10]3=[C:11]4[C:15](=[C:6]5[N:5]([CH3:27])[CH:4]=[CH:3][C:2]([NH:1][S:43]([C:37]6[CH:42]=[CH:41][CH:40]=[CH:39][CH:38]=6)(=[O:45])=[O:44])=[C:7]5[CH:8]=[CH:9]3)[C:14](=[O:16])[NH:13][C:12]4=[CH:17][CH2:18]2)=[CH:25][CH:24]=1. (3) Given the reactants [C:1]1([CH2:7][CH2:8][OH:9])[CH:6]=[CH:5][CH:4]=[CH:3][CH:2]=1.ClC(O[C:15](=[O:21])OC(Cl)(Cl)Cl)(Cl)Cl.N1C=CC=CC=1.[Cl:28][C:29]1[CH:34]=[C:33]([NH:35][C:36]2[CH:41]=[CH:40][CH:39]=[CH:38][C:37]=2[NH2:42])[CH:32]=[CH:31][C:30]=1[C:43]([C:45]1[CH:50]=[CH:49][CH:48]=[CH:47][C:46]=1[CH3:51])=[O:44].C(=O)([O-])[O-].[K+].[K+], predict the reaction product. The product is: [CH2:8]([O:9][C:15](=[O:21])[NH:42][C:37]1[CH:38]=[CH:39][CH:40]=[CH:41][C:36]=1[NH:35][C:33]1[CH:32]=[CH:31][C:30]([C:43](=[O:44])[C:45]2[CH:50]=[CH:49][CH:48]=[CH:47][C:46]=2[CH3:51])=[C:29]([Cl:28])[CH:34]=1)[CH2:7][C:1]1[CH:6]=[CH:5][CH:4]=[CH:3][CH:2]=1. (4) Given the reactants [Br:1][C:2]1[CH:3]=[C:4]([C:7]([F:10])=[CH:8][N:9]=1)[CH:5]=O.[F:11][C:12]1[CH:26]=[CH:25][CH:24]=[CH:23][C:13]=1[CH2:14]P(=O)(OCC)OCC.CC(C)([O-])C.[K+], predict the reaction product. The product is: [Br:1][C:2]1[CH:3]=[C:4](/[CH:5]=[CH:14]/[C:13]2[CH:23]=[CH:24][CH:25]=[CH:26][C:12]=2[F:11])[C:7]([F:10])=[CH:8][N:9]=1. (5) Given the reactants Cl[C:2]1[CH:7]=[C:6]([NH:8][C:9]2[CH:18]=[CH:17][CH:16]=[CH:15][C:10]=2[C:11]([NH:13][CH3:14])=[O:12])[C:5]([C:19]([F:22])([F:21])[F:20])=[CH:4][N:3]=1.[CH3:23][N:24]1[C:28]([NH2:29])=[CH:27][CH:26]=[N:25]1.C(=O)([O-])[O-].[Cs+].[Cs+].CC1(C)C2C=CC=C(P(C3C=CC=CC=3)C3C=CC=CC=3)C=2OC2C1=CC=CC=2P(C1C=CC=CC=1)C1C=CC=CC=1, predict the reaction product. The product is: [CH3:14][NH:13][C:11](=[O:12])[C:10]1[CH:15]=[CH:16][CH:17]=[CH:18][C:9]=1[NH:8][C:6]1[C:5]([C:19]([F:22])([F:21])[F:20])=[CH:4][N:3]=[C:2]([NH:29][C:28]2[N:24]([CH3:23])[N:25]=[CH:26][CH:27]=2)[CH:7]=1. (6) Given the reactants [N:1]1N=[C:3]([C:6]2[CH:11]=[CH:10]C=C[C:7]=2C(N2CC3CN(C(OC(C)(C)C)=O)CC3C2)=O)[NH:4][CH:5]=1.C(O[C:34]([N:36]1[CH2:43][CH:42]2[CH:38]([CH2:39][NH:40][CH2:41]2)[CH2:37]1)=[O:35])(C)(C)C.[CH3:44][O:45][C:46]1[CH:47]=[C:48]([N:55]2[N:59]=[CH:58][CH:57]=[N:56]2)[C:49](C([O-])=O)=[N:50][CH:51]=1.[Na+].N1N=[C:63](C2C=CC=CC=2C(O)=O)NC=1, predict the reaction product. The product is: [CH3:44][O:45][C:46]1[CH:47]=[C:48]([N:55]2[N:56]=[CH:57][CH:58]=[N:59]2)[C:49]([C:34]([N:36]2[CH2:37][CH:38]3[CH:42]([CH2:41][N:40]([C:5]4[N:1]=[C:11]([CH3:10])[C:6]([CH3:7])=[C:3]([CH3:63])[N:4]=4)[CH2:39]3)[CH2:43]2)=[O:35])=[N:50][CH:51]=1.